Task: Predict the product of the given reaction.. Dataset: Forward reaction prediction with 1.9M reactions from USPTO patents (1976-2016) (1) Given the reactants [N+:1]([C:4]1[CH:9]=[CH:8][C:7]([C:10](=O)[CH2:11][CH2:12][C:13]([C:15]2[CH:20]=[CH:19][C:18]([N+:21]([O-:23])=[O:22])=[CH:17][CH:16]=2)=O)=[CH:6][CH:5]=1)([O-:3])=[O:2].[F:25][C:26]([F:35])([F:34])[C:27]1[CH:33]=[CH:32][C:30]([NH2:31])=[CH:29][CH:28]=1, predict the reaction product. The product is: [N+:1]([C:4]1[CH:9]=[CH:8][C:7]([C:10]2[N:31]([C:30]3[CH:32]=[CH:33][C:27]([C:26]([F:25])([F:34])[F:35])=[CH:28][CH:29]=3)[C:13]([C:15]3[CH:20]=[CH:19][C:18]([N+:21]([O-:23])=[O:22])=[CH:17][CH:16]=3)=[CH:12][CH:11]=2)=[CH:6][CH:5]=1)([O-:3])=[O:2]. (2) Given the reactants Cl.[NH2:2][CH2:3][C:4]1[CH:9]=[C:8]([C:10]([CH3:13])([CH3:12])[CH3:11])[CH:7]=[C:6]([C:14]2[CH:15]=[N:16][C:17]([C:20]([F:23])([F:22])[F:21])=[CH:18][CH:19]=2)[C:5]=1[OH:24].[C:25](=[O:28])(O)[O-:26].[Na+].[BH4-].[Na+], predict the reaction product. The product is: [C:10]([C:8]1[CH:7]=[C:6]([C:14]2[CH:15]=[N:16][C:17]([C:20]([F:21])([F:22])[F:23])=[CH:18][CH:19]=2)[C:5]([OH:24])=[C:4]([CH:9]=1)[CH2:3][NH:2][CH:4]([CH3:5])[CH2:3][NH:2][C:25](=[O:28])[O:26][C:8]([CH3:10])([CH3:9])[CH3:7])([CH3:13])([CH3:12])[CH3:11]. (3) Given the reactants [Si:1]([O:8][C:9]([CH3:18])([CH3:17])[CH2:10][N:11]1[CH:15]=[C:14](I)[N:13]=[CH:12]1)([C:4]([CH3:7])([CH3:6])[CH3:5])([CH3:3])[CH3:2].C([Mg]Br)C.[CH3:23][Sn:24](Cl)([CH3:26])[CH3:25], predict the reaction product. The product is: [Si:1]([O:8][C:9]([CH3:18])([CH3:17])[CH2:10][N:11]1[CH:15]=[C:14]([Sn:24]([CH3:26])([CH3:25])[CH3:23])[N:13]=[CH:12]1)([C:4]([CH3:7])([CH3:6])[CH3:5])([CH3:3])[CH3:2]. (4) Given the reactants Br[CH2:2][CH2:3][CH2:4][CH2:5][O:6][C:7]1[CH:12]=[CH:11][CH:10]=[C:9]([Cl:13])[C:8]=1[Cl:14].[OH:15][C:16]1[C:21]([CH3:22])=[C:20]([OH:23])[CH:19]=[CH:18][C:17]=1[C:24](=[O:29])[CH2:25][CH:26]([CH3:28])[CH3:27], predict the reaction product. The product is: [Cl:14][C:8]1[C:9]([Cl:13])=[CH:10][CH:11]=[CH:12][C:7]=1[O:6][CH2:5][CH2:4][CH2:3][CH2:2][O:23][C:20]1[CH:19]=[CH:18][C:17]([C:24](=[O:29])[CH2:25][CH:26]([CH3:28])[CH3:27])=[C:16]([OH:15])[C:21]=1[CH3:22]. (5) Given the reactants C([S:8][CH2:9][C@H:10]([NH:20][C:21]([N:23]([CH2:32][CH2:33][S:34]CC1C=CC=CC=1)[CH2:24][CH2:25][C:26]1[CH:31]=[CH:30][CH:29]=[CH:28][CH:27]=1)=[O:22])[C:11]([N:13]1[CH2:18][CH2:17][N:16]([CH3:19])[CH2:15][CH2:14]1)=[O:12])C1C=CC=CC=1.N.C(=O)=O.CO.[Na].[Cl-].[NH4+], predict the reaction product. The product is: [SH:8][CH2:9][C@H:10]([NH:20][C:21]([N:23]([CH2:32][CH2:33][SH:34])[CH2:24][CH2:25][C:26]1[CH:31]=[CH:30][CH:29]=[CH:28][CH:27]=1)=[O:22])[C:11]([N:13]1[CH2:14][CH2:15][N:16]([CH3:19])[CH2:17][CH2:18]1)=[O:12].